Dataset: Peptide-MHC class II binding affinity with 134,281 pairs from IEDB. Task: Regression. Given a peptide amino acid sequence and an MHC pseudo amino acid sequence, predict their binding affinity value. This is MHC class II binding data. The peptide sequence is PGIKAQQSKLAQRRV. The MHC is DRB1_1301 with pseudo-sequence DRB1_1301. The binding affinity (normalized) is 0.778.